The task is: Predict the product of the given reaction.. This data is from Forward reaction prediction with 1.9M reactions from USPTO patents (1976-2016). Given the reactants [CH3:1][C:2]1[CH2:9][CH2:8][CH:7]=[C:6]([CH3:10])[CH2:5][CH2:4][CH:3]=1.[ClH:11].C(Cl)[Cl:13], predict the reaction product. The product is: [Cl:11][C:2]1([CH3:1])[CH2:9][CH2:8][CH2:7][C:6]([Cl:13])([CH3:10])[CH2:5][CH2:4][CH2:3]1.